The task is: Predict the product of the given reaction.. This data is from Forward reaction prediction with 1.9M reactions from USPTO patents (1976-2016). (1) Given the reactants [H-].[Na+].[C:3]([O:6][CH2:7][C:8](=[O:17])[CH2:9][C:10]([O:12][C:13]([CH3:16])([CH3:15])[CH3:14])=[O:11])(=[O:5])[CH3:4].I[CH2:19][CH2:20][C:21]([O:23][CH2:24][CH3:25])=[O:22], predict the reaction product. The product is: [C:3]([O:6][CH2:7][C:8]([CH:9]([CH2:19][CH2:20][C:21]([O:23][CH2:24][CH3:25])=[O:22])[C:10]([O:12][C:13]([CH3:16])([CH3:15])[CH3:14])=[O:11])=[O:17])(=[O:5])[CH3:4]. (2) Given the reactants C(Cl)(=O)C(Cl)=O.[CH3:7][O:8][C:9]1[CH:14]=[CH:13][C:12]([C:15]2[S:19][C:18]([C:20](O)=[O:21])=[C:17]([C:23]3[CH:28]=[CH:27][C:26]([S:29](=[O:32])(=[O:31])[NH2:30])=[CH:25][CH:24]=3)[C:16]=2[CH3:33])=[CH:11][CH:10]=1.[CH3:34][N:35]([CH:37]=O)[CH3:36].C(N(CC)CC)C.Cl.[CH3:47][NH:48][O:49][CH3:50], predict the reaction product. The product is: [CH3:37][N:35]([CH:34]=[N:30][S:29]([C:26]1[CH:25]=[CH:24][C:23]([C:17]2[C:16]([CH3:33])=[C:15]([C:12]3[CH:11]=[CH:10][C:9]([O:8][CH3:7])=[CH:14][CH:13]=3)[S:19][C:18]=2[C:20]([N:48]([O:49][CH3:50])[CH3:47])=[O:21])=[CH:28][CH:27]=1)(=[O:31])=[O:32])[CH3:36]. (3) Given the reactants [F:1][C:2]([F:13])([S:9]([O-:12])(=[O:11])=[O:10])[CH:3]([OH:8])[C:4]([F:7])([F:6])[F:5].[CH2:14]([N+:21]([CH3:24])([CH3:23])[CH3:22])[C:15]1[CH:20]=[CH:19][CH:18]=[CH:17][CH:16]=1.C(N(CC)CC)C.[C:32](O[C:32](=[O:36])[C:33]([CH3:35])=[CH2:34])(=[O:36])[C:33]([CH3:35])=[CH2:34].Cl, predict the reaction product. The product is: [F:13][C:2]([F:1])([S:9]([O-:12])(=[O:10])=[O:11])[CH:3]([O:8][C:32](=[O:36])[C:33]([CH3:35])=[CH2:34])[C:4]([F:6])([F:5])[F:7].[CH2:14]([N+:21]([CH3:24])([CH3:23])[CH3:22])[C:15]1[CH:20]=[CH:19][CH:18]=[CH:17][CH:16]=1. (4) Given the reactants [CH2:1]([O:3][C:4]([N:6]1[C:15]2[C:10](=[N:11][C:12]([O:16][CH3:17])=[CH:13][CH:14]=2)[C@@H:9]([NH:18][C:19]2[N:24]=[CH:23][C:22](Br)=[CH:21][N:20]=2)[CH2:8][C@H:7]1[CH2:26][CH3:27])=[O:5])[CH3:2].CC(C)([O-])C.[Na+].C(P(C(C)(C)C)C1C=CC=CC=1C1C=CC=CC=1)(C)(C)C.[NH:55]1[CH2:60][CH2:59][O:58][CH2:57][CH2:56]1, predict the reaction product. The product is: [CH2:1]([O:3][C:4]([N:6]1[C:15]2[C:10](=[N:11][C:12]([O:16][CH3:17])=[CH:13][CH:14]=2)[C@@H:9]([NH:18][C:19]2[N:24]=[CH:23][C:22]([N:55]3[CH2:60][CH2:59][O:58][CH2:57][CH2:56]3)=[CH:21][N:20]=2)[CH2:8][C@H:7]1[CH2:26][CH3:27])=[O:5])[CH3:2].